This data is from Full USPTO retrosynthesis dataset with 1.9M reactions from patents (1976-2016). The task is: Predict the reactants needed to synthesize the given product. (1) The reactants are: [Cl:1][C:2]1[CH:3]=[CH:4][C:5]2[N:11]3[C:12]([CH2:15][CH2:16][O:17][CH3:18])=[N:13][N:14]=[C:10]3[CH:9]([CH2:19][C:20](O)=[O:21])[O:8][CH:7]([C:23]3[CH:28]=[CH:27][CH:26]=[C:25]([O:29][CH3:30])[C:24]=3[O:31][CH3:32])[C:6]=2[CH:33]=1.[NH:34]1[CH2:39][CH2:38][CH2:37][CH2:36][CH2:35]1. Given the product [Cl:1][C:2]1[CH:3]=[CH:4][C:5]2[N:11]3[C:12]([CH2:15][CH2:16][O:17][CH3:18])=[N:13][N:14]=[C:10]3[CH:9]([CH2:19][C:20](=[O:21])[N:34]3[CH2:39][CH2:38][CH2:37][CH2:36][CH2:35]3)[O:8][CH:7]([C:23]3[CH:28]=[CH:27][CH:26]=[C:25]([O:29][CH3:30])[C:24]=3[O:31][CH3:32])[C:6]=2[CH:33]=1, predict the reactants needed to synthesize it. (2) Given the product [CH2:1]([O:8][C:9]1[C:14](=[O:15])[CH:13]=[C:12]([CH2:16][NH:17][S:18]([C:21]2[C:22]([CH3:27])=[CH:23][CH:24]=[CH:25][CH:26]=2)(=[O:20])=[O:19])[N:46]([CH3:45])[C:10]=1[C:28]([OH:30])=[O:29])[C:2]1[CH:7]=[CH:6][CH:5]=[CH:4][CH:3]=1, predict the reactants needed to synthesize it. The reactants are: [CH2:1]([O:8][C:9]1[C:14](=[O:15])[CH:13]=[C:12]([CH2:16][NH:17][S:18]([C:21]2[C:22]([CH3:27])=[CH:23][CH:24]=[CH:25][CH:26]=2)(=[O:20])=[O:19])O[C:10]=1[C:28]([OH:30])=[O:29])[C:2]1[CH:7]=[CH:6][CH:5]=[CH:4][CH:3]=1.C1(S(C(N)C2[N:46](C)[C:45](C(O)=O)=C(OCC3C=CC=CC=3)C(=O)C=2)(=O)=O)C=CC=CC=1. (3) Given the product [CH3:30][N:29]1[C:25]([CH2:24][N:15]2[C:16]([CH3:19])([CH3:20])[C:17](=[O:18])[N:13]([C:11]3[CH:10]=[N:9][N:8]([CH2:7][C:6]4[C:2]([CH3:1])=[N:3][O:4][C:5]=4[CH3:22])[CH:12]=3)[C:14]2=[O:21])=[CH:26][C:27]([CH3:31])=[N:28]1, predict the reactants needed to synthesize it. The reactants are: [CH3:1][C:2]1[C:6]([CH2:7][N:8]2[CH:12]=[C:11]([N:13]3[C:17](=[O:18])[C:16]([CH3:20])([CH3:19])[NH:15][C:14]3=[O:21])[CH:10]=[N:9]2)=[C:5]([CH3:22])[O:4][N:3]=1.Cl[CH2:24][C:25]1[N:29]([CH3:30])[N:28]=[C:27]([CH3:31])[CH:26]=1. (4) Given the product [CH2:25]([O:27][N:28]=[C:21]1[CH2:22][CH2:23][CH:18]([N:15]2[CH2:14][CH2:13][CH:12]([N:8]([C:5]3[CH:6]=[CH:7][C:2]([F:1])=[CH:3][CH:4]=3)[C:9](=[O:11])[CH3:10])[CH2:17][CH2:16]2)[CH2:19][CH2:20]1)[CH3:26], predict the reactants needed to synthesize it. The reactants are: [F:1][C:2]1[CH:7]=[CH:6][C:5]([N:8]([CH:12]2[CH2:17][CH2:16][N:15]([CH:18]3[CH2:23][CH2:22][C:21](=O)[CH2:20][CH2:19]3)[CH2:14][CH2:13]2)[C:9](=[O:11])[CH3:10])=[CH:4][CH:3]=1.[CH2:25]([O:27][NH2:28])[CH3:26].C([O-])(O)=O.[Na+].